From a dataset of Forward reaction prediction with 1.9M reactions from USPTO patents (1976-2016). Predict the product of the given reaction. (1) Given the reactants [N:1]1[C:5]2[C:6]3[CH:12]=[CH:11][S:10][C:7]=3[CH2:8][CH2:9][C:4]=2[S:3][C:2]=1[NH2:13].[Cl:14][C:15]1[C:16]([CH3:25])=[C:17]([S:21](Cl)(=[O:23])=[O:22])[CH:18]=[CH:19][CH:20]=1, predict the reaction product. The product is: [Cl:14][C:15]1[C:16]([CH3:25])=[C:17]([S:21]([NH:13][C:2]2[S:3][C:4]3[CH2:9][CH2:8][C:7]4[S:10][CH:11]=[CH:12][C:6]=4[C:5]=3[N:1]=2)(=[O:23])=[O:22])[CH:18]=[CH:19][CH:20]=1. (2) Given the reactants [CH:1]1([CH2:4][N:5]([CH2:36][CH:37]2[CH2:39][CH2:38]2)[C:6]2[C:15]3[C:10](=[CH:11][CH:12]=[C:13]([CH3:16])[CH:14]=3)[N:9]=[CH:8][C:7]=2[CH2:17][N:18]([CH2:21][C:22]2[CH:27]=[C:26]([C:28]([F:31])([F:30])[F:29])[CH:25]=[C:24]([C:32]([F:35])([F:34])[F:33])[CH:23]=2)[C:19]#[N:20])[CH2:3][CH2:2]1.[N-:40]=[N+:41]=[N-:42].[Na+].Cl, predict the reaction product. The product is: [F:34][C:32]([F:35])([F:33])[C:24]1[CH:23]=[C:22]([CH:27]=[C:26]([C:28]([F:30])([F:29])[F:31])[CH:25]=1)[CH2:21][N:18]([CH2:17][C:7]1[CH:8]=[N:9][C:10]2[C:15]([C:6]=1[N:5]([CH2:36][CH:37]1[CH2:39][CH2:38]1)[CH2:4][CH:1]1[CH2:3][CH2:2]1)=[CH:14][C:13]([CH3:16])=[CH:12][CH:11]=2)[C:19]1[N:40]=[N:41][NH:42][N:20]=1. (3) Given the reactants [OH:1][C:2]1[CH:10]=[CH:9][C:5]2[O:6][CH2:7][O:8][C:4]=2[CH:3]=1.[NH2:11][C:12]1[S:13][C:14]([CH2:26][CH:27]([CH3:29])[CH3:28])=[C:15]([C:17]2[O:21][C:20]([P:22](=[O:25])([OH:24])O)=[CH:19][CH:18]=2)[N:16]=1, predict the reaction product. The product is: [NH2:11][C:12]1[S:13][C:14]([CH2:26][CH:27]([CH3:28])[CH3:29])=[C:15]([C:17]2[O:21][C:20]([P:22](=[O:25])([O:24][C:2]3[CH:10]=[CH:9][C:5]4[O:6][CH2:7][O:8][C:4]=4[CH:3]=3)[O:1][C:2]3[CH:10]=[CH:9][C:5]4[O:6][CH2:7][O:8][C:4]=4[CH:3]=3)=[CH:19][CH:18]=2)[N:16]=1. (4) Given the reactants Cl[C:2]1[C:3](=[O:10])[O:4][C:5]([CH3:9])=[C:6]([Cl:8])[N:7]=1.[I:11][C:12]1[CH:18]=[CH:17][C:15]([NH2:16])=[CH:14][CH:13]=1.O, predict the reaction product. The product is: [Cl:8][C:6]1[N:7]=[C:2]([NH:16][C:15]2[CH:17]=[CH:18][C:12]([I:11])=[CH:13][CH:14]=2)[C:3](=[O:10])[O:4][C:5]=1[CH3:9]. (5) Given the reactants [O:1]=[C:2]1[C:10]2[C:5](=[CH:6][C:7]([N:11]([CH2:16][CH2:17][N:18]3[CH2:23][CH2:22][CH2:21][CH2:20][CH2:19]3)[S:12]([CH3:15])(=[O:14])=[O:13])=[CH:8][CH:9]=2)[C:4](=[O:24])[N:3]1[CH2:25][C:26]([O:28]C(C)(C)C)=[O:27].[ClH:33], predict the reaction product. The product is: [ClH:33].[O:1]=[C:2]1[C:10]2[C:5](=[CH:6][C:7]([N:11]([CH2:16][CH2:17][N:18]3[CH2:19][CH2:20][CH2:21][CH2:22][CH2:23]3)[S:12]([CH3:15])(=[O:14])=[O:13])=[CH:8][CH:9]=2)[C:4](=[O:24])[N:3]1[CH2:25][C:26]([OH:28])=[O:27]. (6) Given the reactants [S:1]1[CH:5]=[CH:4][N:3]=[C:2]1[CH2:6]O.[C:8]([C:10]1[CH:11]=[CH:12][C:13]([O:31][CH3:32])=[C:14]([S:16]([NH:19][CH2:20][CH2:21][C:22]2[CH:27]=[CH:26][C:25]([CH:28]([CH3:30])[CH3:29])=[CH:24][CH:23]=2)(=[O:18])=[O:17])[CH:15]=1)#[N:9].C1(P(C2C=CC=CC=2)C2C=CC=CC=2)C=CC=CC=1.N(C(OC(C)C)=O)=NC(OC(C)C)=O.C1(C)C=CC=CC=1.C(=O)(O)[O-].[Na+], predict the reaction product. The product is: [C:8]([C:10]1[CH:11]=[CH:12][C:13]([O:31][CH3:32])=[C:14]([S:16]([N:19]([CH2:20][CH2:21][C:22]2[CH:23]=[CH:24][C:25]([CH:28]([CH3:30])[CH3:29])=[CH:26][CH:27]=2)[CH2:6][C:2]2[S:1][CH:5]=[CH:4][N:3]=2)(=[O:18])=[O:17])[CH:15]=1)#[N:9]. (7) Given the reactants C(OC([N:8]([CH2:24][CH2:25][CH3:26])[N:9]1[C:18]([CH3:19])=[C:17]([C:20]([OH:22])=O)[C:16]2[C:11](=[CH:12][CH:13]=[N:14][CH:15]=2)[C:10]1=[O:23])=O)(C)(C)C.C[N:28]([CH3:31])C=O.ON1[C:37]2[CH:38]=[CH:39][CH:40]=[CH:41][C:36]=2N=N1.Cl.CN(C)[CH2:45][CH2:46][CH2:47]N=C=NCC.C(N(CC)CC)C.[F:61]C(F)(F)C(O)=O, predict the reaction product. The product is: [CH:46]1([C@H:31]([NH:28][C:20]([C:17]2[C:16]3[C:11](=[CH:12][CH:13]=[N:14][CH:15]=3)[C:10](=[O:23])[N:9]([NH:8][CH2:24][CH2:25][CH3:26])[C:18]=2[CH3:19])=[O:22])[C:40]2[CH:41]=[CH:36][C:37]([F:61])=[CH:38][CH:39]=2)[CH2:47][CH2:45]1.